From a dataset of Peptide-MHC class I binding affinity with 185,985 pairs from IEDB/IMGT. Regression. Given a peptide amino acid sequence and an MHC pseudo amino acid sequence, predict their binding affinity value. This is MHC class I binding data. (1) The peptide sequence is EIIELTRTL. The MHC is HLA-B40:01 with pseudo-sequence HLA-B40:01. The binding affinity (normalized) is 0.0806. (2) The peptide sequence is DEVEFLGHY. The MHC is HLA-B40:01 with pseudo-sequence HLA-B40:01. The binding affinity (normalized) is 0. (3) The peptide sequence is WPDVFSVSV. The MHC is HLA-B35:01 with pseudo-sequence HLA-B35:01. The binding affinity (normalized) is 0.936.